Dataset: NCI-60 drug combinations with 297,098 pairs across 59 cell lines. Task: Regression. Given two drug SMILES strings and cell line genomic features, predict the synergy score measuring deviation from expected non-interaction effect. (1) Drug 1: C1=CC(=CC=C1CC(C(=O)O)N)N(CCCl)CCCl.Cl. Drug 2: B(C(CC(C)C)NC(=O)C(CC1=CC=CC=C1)NC(=O)C2=NC=CN=C2)(O)O. Cell line: OVCAR3. Synergy scores: CSS=15.7, Synergy_ZIP=-4.60, Synergy_Bliss=2.36, Synergy_Loewe=-2.70, Synergy_HSA=0.858. (2) Drug 1: C1CCC(CC1)NC(=O)N(CCCl)N=O. Drug 2: CC1CCCC2(C(O2)CC(NC(=O)CC(C(C(=O)C(C1O)C)(C)C)O)C(=CC3=CSC(=N3)C)C)C. Cell line: OVCAR-4. Synergy scores: CSS=-2.23, Synergy_ZIP=-1.57, Synergy_Bliss=-4.05, Synergy_Loewe=-4.65, Synergy_HSA=-4.52.